From a dataset of Full USPTO retrosynthesis dataset with 1.9M reactions from patents (1976-2016). Predict the reactants needed to synthesize the given product. (1) Given the product [C:41]([O:40][C:39]([N:38]([CH2:37][C:32]1[CH:33]=[CH:34][CH:35]=[C:36]2[C:31]=1[NH:30][CH:29]=[C:28]2/[CH:26]=[C:7]1\[O:8][C:4]2[C:3]([CH2:12][N:13]3[CH2:14][CH2:15][N:16]([C:19]([O:21][C:22]([CH3:25])([CH3:24])[CH3:23])=[O:20])[CH2:17][CH2:18]3)=[C:2]([OH:1])[CH:11]=[CH:10][C:5]=2[C:6]\1=[O:9])[CH3:46])=[O:45])([CH3:44])([CH3:43])[CH3:42], predict the reactants needed to synthesize it. The reactants are: [OH:1][C:2]1[CH:11]=[CH:10][C:5]2[C:6](=[O:9])[CH2:7][O:8][C:4]=2[C:3]=1[CH2:12][N:13]1[CH2:18][CH2:17][N:16]([C:19]([O:21][C:22]([CH3:25])([CH3:24])[CH3:23])=[O:20])[CH2:15][CH2:14]1.[CH:26]([C:28]1[C:36]2[C:31](=[C:32]([CH2:37][N:38]([CH3:46])[C:39](=[O:45])[O:40][C:41]([CH3:44])([CH3:43])[CH3:42])[CH:33]=[CH:34][CH:35]=2)[NH:30][CH:29]=1)=O. (2) The reactants are: CS(C)=O.[CH3:5][C:6]1[CH:22]=[CH:21][C:9]([CH2:10][C:11]2[S:12][C:13](/[CH:16]=[CH:17]/[N+:18]([O-:20])=[O:19])=[CH:14][CH:15]=2)=[CH:8][CH:7]=1.C(O)(=O)C.[BH4-].[Na+]. Given the product [CH3:5][C:6]1[CH:7]=[CH:8][C:9]([CH2:10][C:11]2[S:12][C:13]([CH2:16][CH2:17][N+:18]([O-:20])=[O:19])=[CH:14][CH:15]=2)=[CH:21][CH:22]=1, predict the reactants needed to synthesize it. (3) The reactants are: [C:1](#[N:5])[CH:2]([CH3:4])[CH3:3].C[Si]([N-][Si](C)(C)C)(C)C.[K+].Br[C:17]1[CH:22]=[CH:21][CH:20]=[C:19]([Br:23])[N:18]=1. Given the product [Br:23][C:19]1[N:18]=[C:17]([C:2]([CH3:4])([CH3:3])[C:1]#[N:5])[CH:22]=[CH:21][CH:20]=1, predict the reactants needed to synthesize it. (4) Given the product [Br:1][C:2]1[C:10]([F:11])=[CH:9][C:5]([C:6]([O:8][CH3:17])=[O:7])=[C:4]([Cl:12])[CH:3]=1, predict the reactants needed to synthesize it. The reactants are: [Br:1][C:2]1[C:10]([F:11])=[CH:9][C:5]([C:6]([OH:8])=[O:7])=[C:4]([Cl:12])[CH:3]=1.O=S(Cl)Cl.[CH3:17]O. (5) The reactants are: [Cl:1][C:2]1[CH:21]=[C:20]([N+:22]([O-:24])=[O:23])[CH:19]=[CH:18][C:3]=1[O:4][C:5]1[CH:13]=[CH:12][CH:11]=[C:10]2[C:6]=1[CH:7]=[CH:8][N:9]2[CH2:14][CH:15]1[CH2:17][CH2:16]1.C(O)(C)(C)C.[Br:30]N1C(=O)CCC1=O.C(=O)([O-])O.[Na+]. Given the product [Br:30][C:7]1[C:6]2[C:10](=[CH:11][CH:12]=[CH:13][C:5]=2[O:4][C:3]2[CH:18]=[CH:19][C:20]([N+:22]([O-:24])=[O:23])=[CH:21][C:2]=2[Cl:1])[N:9]([CH2:14][CH:15]2[CH2:17][CH2:16]2)[CH:8]=1, predict the reactants needed to synthesize it. (6) Given the product [C:35]([O:34][C:33](=[O:39])[NH:32][CH2:31][CH2:30][CH2:29][NH:28][CH:23]([C:9]1[N:8]([CH2:1][C:2]2[CH:7]=[CH:6][CH:5]=[CH:4][CH:3]=2)[C:17](=[O:18])[C:16]2[C:11](=[N:12][C:13]3[CH:22]=[CH:21][CH:20]=[CH:19][C:14]=3[N:15]=2)[N:10]=1)[CH:24]([CH3:26])[CH3:25])([CH3:38])([CH3:36])[CH3:37], predict the reactants needed to synthesize it. The reactants are: [CH2:1]([N:8]1[C:17](=[O:18])[C:16]2[C:11](=[N:12][C:13]3[CH:22]=[CH:21][CH:20]=[CH:19][C:14]=3[N:15]=2)[N:10]=[C:9]1[CH:23](Br)[CH:24]([CH3:26])[CH3:25])[C:2]1[CH:7]=[CH:6][CH:5]=[CH:4][CH:3]=1.[NH2:28][CH2:29][CH2:30][CH2:31][NH:32][C:33](=[O:39])[O:34][C:35]([CH3:38])([CH3:37])[CH3:36]. (7) Given the product [CH2:3]([O:10][C@@H:11]1[CH2:16][CH2:15][CH2:14][CH2:13][C@H:12]1[N:17]1[CH2:21][CH2:20][C@@H:19]([NH:22][C:32](=[O:33])[CH2:31][NH:30][C:28](=[O:29])[C:27]2[CH:35]=[CH:36][CH:37]=[C:25]([C:24]([F:23])([F:39])[F:38])[CH:26]=2)[CH2:18]1)[C:4]1[CH:5]=[CH:6][CH:7]=[CH:8][CH:9]=1, predict the reactants needed to synthesize it. The reactants are: Cl.Cl.[CH2:3]([O:10][C@@H:11]1[CH2:16][CH2:15][CH2:14][CH2:13][C@H:12]1[N:17]1[CH2:21][CH2:20][C@@H:19]([NH2:22])[CH2:18]1)[C:4]1[CH:9]=[CH:8][CH:7]=[CH:6][CH:5]=1.[F:23][C:24]([F:39])([F:38])[C:25]1[CH:26]=[C:27]([CH:35]=[CH:36][CH:37]=1)[C:28]([NH:30][CH2:31][C:32](O)=[O:33])=[O:29].CCN(CC)CC.C(Cl)CCl.C1C=CC2N(O)N=NC=2C=1.